From a dataset of Full USPTO retrosynthesis dataset with 1.9M reactions from patents (1976-2016). Predict the reactants needed to synthesize the given product. Given the product [C:21]([C:9]1[C:8]2[O:24][CH2:2][C:3](=[O:4])[NH:6][C:7]=2[CH:12]=[C:11]([O:13][CH2:14][C:15]2[CH:20]=[CH:19][CH:18]=[CH:17][CH:16]=2)[CH:10]=1)(=[O:23])[CH3:22], predict the reactants needed to synthesize it. The reactants are: Cl[CH2:2][C:3](Cl)=[O:4].[NH2:6][C:7]1[C:8]([OH:24])=[C:9]([C:21](=[O:23])[CH3:22])[CH:10]=[C:11]([O:13][CH2:14][C:15]2[CH:20]=[CH:19][CH:18]=[CH:17][CH:16]=2)[CH:12]=1.C(=O)([O-])[O-].[K+].[K+].